From a dataset of Forward reaction prediction with 1.9M reactions from USPTO patents (1976-2016). Predict the product of the given reaction. Given the reactants [Br:1]Br.[Cl:3][C:4]1[CH:9]=[C:8]([F:10])[CH:7]=[CH:6][C:5]=1[O:11][CH3:12], predict the reaction product. The product is: [Br:1][C:7]1[C:8]([F:10])=[CH:9][C:4]([Cl:3])=[C:5]([O:11][CH3:12])[CH:6]=1.